Task: Predict the product of the given reaction.. Dataset: Forward reaction prediction with 1.9M reactions from USPTO patents (1976-2016) Given the reactants [OH2:1].O.[Cl-].[Ca+2:4].[Cl-].[Cl:6][C:7]1[CH:33]=[CH:32][C:10]([O:11][CH2:12][C@@H:13]([F:31])[CH2:14][O:15][C:16]2[CH:17]=[C:18]([CH2:22][C@H:23]([O:27][CH:28]([CH3:30])[CH3:29])[C:24]([OH:26])=[O:25])[CH:19]=[CH:20][CH:21]=2)=[C:9]([C:34]#[N:35])[CH:8]=1.[OH-].[Na+], predict the reaction product. The product is: [OH2:11].[OH2:1].[OH2:11].[Cl:6][C:7]1[CH:33]=[CH:32][C:10]([O:11][CH2:12][C@@H:13]([F:31])[CH2:14][O:15][C:16]2[CH:17]=[C:18]([CH2:22][C@H:23]([O:27][CH:28]([CH3:30])[CH3:29])[C:24]([O-:26])=[O:25])[CH:19]=[CH:20][CH:21]=2)=[C:9]([C:34]#[N:35])[CH:8]=1.[Cl:6][C:7]1[CH:33]=[CH:32][C:10]([O:11][CH2:12][C@@H:13]([F:31])[CH2:14][O:15][C:16]2[CH:17]=[C:18]([CH2:22][C@H:23]([O:27][CH:28]([CH3:30])[CH3:29])[C:24]([O-:26])=[O:25])[CH:19]=[CH:20][CH:21]=2)=[C:9]([C:34]#[N:35])[CH:8]=1.[Ca+2:4].